This data is from CYP2C9 inhibition data for predicting drug metabolism from PubChem BioAssay. The task is: Regression/Classification. Given a drug SMILES string, predict its absorption, distribution, metabolism, or excretion properties. Task type varies by dataset: regression for continuous measurements (e.g., permeability, clearance, half-life) or binary classification for categorical outcomes (e.g., BBB penetration, CYP inhibition). Dataset: cyp2c9_veith. (1) The drug is Cn1ccnc1. The result is 0 (non-inhibitor). (2) The drug is CC[C@@H]1Cc2cc(O)ccc2C2=C1c1ccc(O)cc1C[C@H]2CC. The result is 1 (inhibitor). (3) The compound is CC(C)CO/N=C1/C[C@@H](O)[C@@H](O)[C@@H]2[C@@H]3C(=O)N(C[C@@H]4CCCO4)C(=O)[C@H]3CC[C@@H]12. The result is 0 (non-inhibitor). (4) The compound is CN1CCc2cc(O)cc3c2[C@H]1Cc1ccc(O)c(O)c1-3. The result is 0 (non-inhibitor). (5) The drug is CC(C)=CCC/C(C)=C/CO/N=C1/C[C@@H](O)[C@@H](O)[C@H]2[C@@H]1CC[C@@H]1C(=O)N(Cc3ccc4c(c3)OCO4)C(=O)[C@H]12. The result is 0 (non-inhibitor). (6) The molecule is O=C(c1cc(C(F)(F)F)cc(C(F)(F)F)c1)N1CCC2(CCCN(c3ncccn3)C2)CC1. The result is 0 (non-inhibitor).